This data is from Forward reaction prediction with 1.9M reactions from USPTO patents (1976-2016). The task is: Predict the product of the given reaction. (1) Given the reactants F[C:2]1[CH:7]=[C:6]([CH:8]([CH2:17][C:18](=O)[C:19]([CH3:22])([CH3:21])[CH3:20])[C:9]([C:11]2[CH:16]=[CH:15][CH:14]=[CH:13][CH:12]=2)=O)C=C[N:3]=1.[C:24]([O-:27])(=O)[CH3:25].[NH4+:28].C([O-])(O)=O.[Na+].CCOC(C)=O, predict the reaction product. The product is: [C:19]([C:18]1[NH:28][C:9]([C:11]2[CH:16]=[CH:15][CH:14]=[CH:13][CH:12]=2)=[C:8]([C:6]2[CH:7]=[CH:2][NH:3][C:24](=[O:27])[CH:25]=2)[CH:17]=1)([CH3:22])([CH3:21])[CH3:20]. (2) Given the reactants [F:1][C:2]([F:23])([F:22])[C:3]1[CH:4]=[C:5]([C:9]2[N:18]=[C:17]([C:19]([OH:21])=O)[C:16]3[C:11](=[CH:12][CH:13]=[CH:14][CH:15]=3)[N:10]=2)[CH:6]=[CH:7][CH:8]=1.Cl.[OH:25][C:26]1[C:35]([O:36][CH3:37])=[CH:34][CH:33]=[C:32]2[C:27]=1[CH2:28][CH2:29][NH:30][CH2:31]2, predict the reaction product. The product is: [F:23][C:2]([F:22])([F:1])[C:3]1[CH:4]=[C:5]([C:9]2[N:18]=[C:17]([C:19]([N:30]3[CH2:29][CH2:28][C:27]4[C:32](=[CH:33][CH:34]=[C:35]([O:36][CH3:37])[C:26]=4[OH:25])[CH2:31]3)=[O:21])[C:16]3[C:11](=[CH:12][CH:13]=[CH:14][CH:15]=3)[N:10]=2)[CH:6]=[CH:7][CH:8]=1. (3) Given the reactants [Cl:1][C:2]1[C:3]2[CH:10]=[C:9]([O:11]C)[C:8]([OH:13])=[C:7]([N+:14]([O-:16])=[O:15])[C:4]=2[S:5][CH:6]=1.[Cl-].[Cl-].[Cl-].[Al+3].Cl, predict the reaction product. The product is: [Cl:1][C:2]1[C:3]2[CH:10]=[C:9]([OH:11])[C:8]([OH:13])=[C:7]([N+:14]([O-:16])=[O:15])[C:4]=2[S:5][CH:6]=1. (4) Given the reactants [CH3:1][C:2]1([CH3:10])[C:5](=[O:6])[CH2:4][CH:3]1C(O)=O.C1(P([N:25]=[N+]=[N-])(C2C=CC=CC=2)=O)C=CC=CC=1.[C:28]([OH:32])([CH3:31])([CH3:30])[CH3:29].[C:33](=[O:36])(O)[O-].[Na+], predict the reaction product. The product is: [C:28]([O:32][C:33](=[O:36])[NH:25][CH:3]1[CH2:4][C:5](=[O:6])[C:2]1([CH3:1])[CH3:10])([CH3:31])([CH3:30])[CH3:29]. (5) Given the reactants [O:1]1[CH2:6][CH:5]=[C:4]([O:7][Si](C)(C)C)[CH2:3][CH2:2]1.C[Si](C)(C)[O:14][C:15]([CH3:17])=[CH2:16].C(=O)(O)[O-].[Na+].O, predict the reaction product. The product is: [O:14]=[C:15]([CH3:17])[CH2:16][CH:3]1[C:4](=[O:7])[CH2:5][CH2:6][O:1][CH2:2]1. (6) Given the reactants [OH-:1].[Na+].[F:3][C:4]([F:13])([F:12])[CH2:5][C:6](C)([CH3:10])[CH2:7]C#N.[CH3:14][CH2:15][OH:16], predict the reaction product. The product is: [F:3][C:4]([F:13])([F:12])[CH2:5][C:6]([CH3:10])([CH3:7])[CH2:14][C:15]([OH:1])=[O:16]. (7) Given the reactants Br[CH2:2][CH:3]1[CH2:5][CH2:4]1.[I-].[Na+].[OH:8][C:9]1[CH:10]=[C:11]([CH:14]=[CH:15][C:16]=1[O:17][C:18]1[CH:27]=[CH:26][C:21]2[B:22]([OH:25])[O:23][CH2:24][C:20]=2[CH:19]=1)[C:12]#[N:13].[H-].[Na+], predict the reaction product. The product is: [CH:5]1([CH2:4][O:8][C:9]2[CH:10]=[C:11]([CH:14]=[CH:15][C:16]=2[O:17][C:18]2[CH:27]=[CH:26][C:21]3[B:22]([OH:25])[O:23][CH2:24][C:20]=3[CH:19]=2)[C:12]#[N:13])[CH2:3][CH2:2]1. (8) Given the reactants CNCCN1CCOCC1.FC(F)(F)C1C=C(C=CC=1)CNC(C1C=CN=C(C2C=C(N3CCCCC3)C=CC=2NC(C2C=C(C=CC=2)C(O)=O)=O)C=1)=O.[CH2:55]([N:57]([CH2:101][CH2:102][N:103]1[CH2:108][CH2:107][O:106][CH2:105][CH2:104]1)[C:58](=[O:100])[C:59]1[CH:99]=[CH:98][CH:97]=[C:61]([C:62]([NH:64][C:65]2[CH:70]=[CH:69][C:68]([N:71]3[CH2:76][CH2:75][CH2:74][CH2:73][CH2:72]3)=[CH:67][C:66]=2[C:77]2[CH:82]=[C:81]([C:83](=[O:96])[NH:84][CH2:85][C:86]3[CH:91]=[CH:90][CH:89]=[C:88]([C:92]([F:95])([F:94])[F:93])[CH:87]=3)[CH:80]=[CH:79][N:78]=2)=[O:63])[CH:60]=1)C, predict the reaction product. The product is: [CH3:55][N:57]([CH2:101][CH2:102][N:103]1[CH2:108][CH2:107][O:106][CH2:105][CH2:104]1)[C:58](=[O:100])[C:59]1[CH:99]=[CH:98][CH:97]=[C:61]([C:62]([NH:64][C:65]2[CH:70]=[CH:69][C:68]([N:71]3[CH2:76][CH2:75][CH2:74][CH2:73][CH2:72]3)=[CH:67][C:66]=2[C:77]2[CH:82]=[C:81]([C:83](=[O:96])[NH:84][CH2:85][C:86]3[CH:91]=[CH:90][CH:89]=[C:88]([C:92]([F:94])([F:95])[F:93])[CH:87]=3)[CH:80]=[CH:79][N:78]=2)=[O:63])[CH:60]=1. (9) Given the reactants [Br:1][C:2]1[CH:11]=[CH:10][C:9]2[N:8]=[C:7](Cl)[C:6]3=[N:13][N:14](CC4C=CC(OC)=CC=4)[CH:15]=[C:5]3[C:4]=2[CH:3]=1.[NH:25]1[CH:29]=[CH:28][C:27]([NH2:30])=[N:26]1.Cl, predict the reaction product. The product is: [Br:1][C:2]1[CH:11]=[CH:10][C:9]2[N:8]=[C:7]([NH:30][C:27]3[CH:28]=[CH:29][NH:25][N:26]=3)[C:6]3=[N:13][NH:14][CH:15]=[C:5]3[C:4]=2[CH:3]=1. (10) Given the reactants [CH2:1]([O:8][C:9]1[CH:10]=[C:11]([CH:14]=[CH:15][CH:16]=1)[CH:12]=O)[C:2]1[CH:7]=[CH:6][CH:5]=[CH:4][CH:3]=1.Cl.[C:18]([O:22][C:23]([N:25]1[CH2:30][CH2:29][NH:28][CH2:27][CH2:26]1)=[O:24])([CH3:21])([CH3:20])[CH3:19].[BH-](OC(C)=O)(OC(C)=O)OC(C)=O.[Na+].[OH-].[Na+], predict the reaction product. The product is: [CH2:1]([O:8][C:9]1[CH:10]=[C:11]([CH:14]=[CH:15][CH:16]=1)[CH2:12][N:28]1[CH2:27][CH2:26][N:25]([C:23]([O:22][C:18]([CH3:21])([CH3:20])[CH3:19])=[O:24])[CH2:30][CH2:29]1)[C:2]1[CH:7]=[CH:6][CH:5]=[CH:4][CH:3]=1.